This data is from Full USPTO retrosynthesis dataset with 1.9M reactions from patents (1976-2016). The task is: Predict the reactants needed to synthesize the given product. (1) Given the product [C:1]([NH:4][CH2:5][CH2:6][NH:7][C:8]1[N:13]=[C:12]([C:14]2[CH:15]=[CH:16][CH:17]=[CH:18][CH:19]=2)[N:11]=[C:10]([NH:20][C:21](=[O:25])[C:22](=[O:24])[N:40]2[CH2:35][CH2:36][CH2:37][CH2:38][CH2:39]2)[CH:9]=1)(=[O:3])[CH3:2], predict the reactants needed to synthesize it. The reactants are: [C:1]([NH:4][CH2:5][CH2:6][NH:7][C:8]1[N:13]=[C:12]([C:14]2[CH:19]=[CH:18][CH:17]=[CH:16][CH:15]=2)[N:11]=[C:10]([NH:20][C:21](=[O:25])[C:22]([OH:24])=O)[CH:9]=1)(=[O:3])[CH3:2].CN(C(ON1N=N[C:36]2[CH:37]=[CH:38][CH:39]=[N:40][C:35]1=2)=[N+](C)C)C.F[P-](F)(F)(F)(F)F.C(N(CC)C(C)C)(C)C.N1CCCCC1. (2) Given the product [CH3:15][O:13][C:12]([C:9]1[CH:10]=[C:11]2[C:6]([CH:5]=[CH:4][NH:3]2)=[CH:7][CH:8]=1)=[O:14], predict the reactants needed to synthesize it. The reactants are: IC.[NH:3]1[C:11]2[C:6](=[CH:7][CH:8]=[C:9]([C:12]([OH:14])=[O:13])[CH:10]=2)[CH:5]=[CH:4]1.[C:15](=O)([O-])[O-].[K+].[K+].